This data is from Forward reaction prediction with 1.9M reactions from USPTO patents (1976-2016). The task is: Predict the product of the given reaction. (1) Given the reactants [F:1][C:2]1[CH:3]=[C:4]([OH:8])[CH:5]=[CH:6][CH:7]=1.Br[CH2:10][C@@H:11]([CH3:14])[CH2:12][Cl:13], predict the reaction product. The product is: [Cl:13][CH2:12][C@H:11]([CH3:14])[CH2:10][O:8][C:4]1[CH:5]=[CH:6][CH:7]=[C:2]([F:1])[CH:3]=1. (2) The product is: [NH2:25][CH2:26][CH2:30][CH2:31][CH2:32][CH2:33][C:34]([OH:36])=[O:35]. Given the reactants NC(CCCCC)C(O)=O.NC(C)(C)C(O)=O.NCC(C)C(O)=O.[NH2:25][CH:26]([CH2:30][CH2:31][CH2:32][CH2:33][C:34]([OH:36])=[O:35])C(O)=O, predict the reaction product. (3) Given the reactants [ClH:1].[NH:2]1[C:6]2[CH:7]=[CH:8][CH:9]=[CH:10][C:5]=2[N:4]=[C:3]1[C@H:11]([NH2:21])[CH2:12][C:13]1[CH:18]=[CH:17][C:16]([O:19][CH3:20])=[CH:15][CH:14]=1.Cl.[C:23]1([C@H:29]2[CH2:31][C@@H:30]2[NH2:32])[CH:28]=[CH:27][CH:26]=[CH:25][CH:24]=1.[C:33](O)(C(F)(F)F)=[O:34], predict the reaction product. The product is: [ClH:1].[NH:2]1[C:6]2[CH:7]=[CH:8][CH:9]=[CH:10][C:5]=2[N:4]=[C:3]1[C@H:11]([NH:21][C:33]([NH:32][C@H:30]1[CH2:31][C@@H:29]1[C:23]1[CH:28]=[CH:27][CH:26]=[CH:25][CH:24]=1)=[O:34])[CH2:12][C:13]1[CH:18]=[CH:17][C:16]([O:19][CH3:20])=[CH:15][CH:14]=1. (4) Given the reactants [Cl:1][C:2]1[CH:7]=[C:6](Cl)[N:5]=[CH:4][N:3]=1.[CH3:9][O:10][C:11]1[CH:16]=[CH:15][CH:14]=[CH:13][C:12]=1B(O)O.C(=O)([O-])[O-].[Na+].[Na+], predict the reaction product. The product is: [Cl:1][C:2]1[CH:7]=[C:6]([C:12]2[CH:13]=[CH:14][CH:15]=[CH:16][C:11]=2[O:10][CH3:9])[N:5]=[CH:4][N:3]=1.